This data is from Reaction yield outcomes from USPTO patents with 853,638 reactions. The task is: Predict the reaction yield, written as a fraction of the theoretical maximum amount of product (1.0 means a 100% yield; for example, 0.34 means a 34% yield). The reactants are C[O:2][C:3](=[O:20])[CH:4]([C:11]1[CH:16]=[CH:15][CH:14]=[C:13]([N+:17]([O-:19])=[O:18])[CH:12]=1)[CH2:5][CH:6]1[CH2:10][CH2:9][CH2:8][CH2:7]1.[OH-].[Li+]. The catalyst is O1CCCC1.O. The product is [CH:6]1([CH2:5][CH:4]([C:11]2[CH:16]=[CH:15][CH:14]=[C:13]([N+:17]([O-:19])=[O:18])[CH:12]=2)[C:3]([OH:20])=[O:2])[CH2:10][CH2:9][CH2:8][CH2:7]1. The yield is 0.919.